The task is: Predict the product of the given reaction.. This data is from Forward reaction prediction with 1.9M reactions from USPTO patents (1976-2016). (1) Given the reactants [CH:1]([NH:4][C:5]1[N:10]=[C:9]([C:11]2[C:19]3[C:14](=[N:15][CH:16]=[C:17]([NH:20][C:21]4[CH:26]=[CH:25][CH:24]=[CH:23][CH:22]=4)[CH:18]=3)[N:13](S(C3C=CC(C)=CC=3)(=O)=O)[CH:12]=2)[C:8]([C:37]#[N:38])=[CH:7][N:6]=1)([CH3:3])[CH3:2].O.O[Li].O, predict the reaction product. The product is: [CH:1]([NH:4][C:5]1[N:10]=[C:9]([C:11]2[C:19]3[C:14](=[N:15][CH:16]=[C:17]([NH:20][C:21]4[CH:26]=[CH:25][CH:24]=[CH:23][CH:22]=4)[CH:18]=3)[NH:13][CH:12]=2)[C:8]([C:37]#[N:38])=[CH:7][N:6]=1)([CH3:3])[CH3:2]. (2) Given the reactants [C:1]([C:3]1[CH:8]=[CH:7][C:6]([CH:9]2[CH2:15][CH2:14][CH2:13][N:12](C(OC(C)(C)C)=O)[CH2:11][CH2:10]2)=[CH:5][CH:4]=1)#[N:2].C(Cl)Cl.FC(F)(F)C(O)=O, predict the reaction product. The product is: [NH:12]1[CH2:13][CH2:14][CH2:15][CH:9]([C:6]2[CH:5]=[CH:4][C:3]([C:1]#[N:2])=[CH:8][CH:7]=2)[CH2:10][CH2:11]1. (3) Given the reactants [CH3:1][O:2][C:3]1[C:12]([O:13][CH3:14])=[N:11][C:10]2[C:9]([C:15](Cl)=[O:16])=[C:8]([CH3:18])[C:7]([N+:19]([O-:21])=[O:20])=[CH:6][C:5]=2[N:4]=1.[NH2:22][C:23]1[CH:28]=[CH:27][CH:26]=[CH:25][CH:24]=1, predict the reaction product. The product is: [C:23]1([NH:22][C:15]([C:9]2[C:10]3[N:11]=[C:12]([O:13][CH3:14])[C:3]([O:2][CH3:1])=[N:4][C:5]=3[CH:6]=[C:7]([N+:19]([O-:21])=[O:20])[C:8]=2[CH3:18])=[O:16])[CH:28]=[CH:27][CH:26]=[CH:25][CH:24]=1. (4) The product is: [CH:26]([N:22]1[C:21]([C:15]2[N:14]=[C:13]3[C:12]4[CH:29]=[N:30][C:9]([O:8][CH:4]([CH:5]([CH3:7])[CH3:6])[C:3]([NH2:36])=[O:2])=[CH:10][C:11]=4[O:20][CH2:19][CH2:18][N:17]3[CH:16]=2)=[N:25][CH:24]=[N:23]1)([CH3:28])[CH3:27]. Given the reactants C[O:2][C:3](=O)[CH:4]([O:8][C:9]1[N:30]=[CH:29][C:12]2[C:13]3[N:17]([CH2:18][CH2:19][O:20][C:11]=2[CH:10]=1)[CH:16]=[C:15]([C:21]1[N:22]([CH:26]([CH3:28])[CH3:27])[N:23]=[CH:24][N:25]=1)[N:14]=3)[CH:5]([CH3:7])[CH3:6].O.[OH-].[Li+].C[N:36](C(ON1N=NC2C=CC=NC1=2)=[N+](C)C)C.F[P-](F)(F)(F)(F)F.[Cl-].[NH4+].C(N(CC)CC)C, predict the reaction product. (5) Given the reactants [Cl:1][C:2]1[CH:7]=[CH:6][C:5]([CH2:8][C:9]([O:11][CH2:12][CH3:13])=[O:10])=[C:4]([I:14])[CH:3]=1.[H-].[Na+].Br[CH2:18][CH2:19][CH2:20]Br, predict the reaction product. The product is: [Cl:1][C:2]1[CH:7]=[CH:6][C:5]([C:8]2([C:9]([O:11][CH2:12][CH3:13])=[O:10])[CH2:20][CH2:19][CH2:18]2)=[C:4]([I:14])[CH:3]=1. (6) Given the reactants CC([NH:4][CH2:5][C@@H:6]1[O:11][C:9](=[O:10])[N:8]([C:12]2[CH:13]=[CH:14][C:15]([N:19]3[CH2:24][CH2:23][O:22][CH2:21][CH2:20]3)=[C:16]([F:18])[CH:17]=2)[CH2:7]1)=O.Cl.ON.N1C=CC=CC=1, predict the reaction product. The product is: [CH2:20]1[N:19]([C:15]2[CH:14]=[CH:13][C:12]([N:8]3[C:9](=[O:10])[O:11][C@@H:6]([CH2:5][NH2:4])[CH2:7]3)=[CH:17][C:16]=2[F:18])[CH2:24][CH2:23][O:22][CH2:21]1.